Predict the reaction yield, written as a fraction of the theoretical maximum amount of product (1.0 means a 100% yield; for example, 0.34 means a 34% yield). From a dataset of Reaction yield outcomes from USPTO patents with 853,638 reactions. The reactants are [C:1]1([NH2:8])[CH:6]=[CH:5][CH:4]=[CH:3][C:2]=1[NH2:7].[OH:9][C:10]1[CH:11]=[C:12]([CH:18]=[CH:19][CH:20]=1)[CH2:13][CH2:14][C:15](O)=O. The catalyst is Cl. The product is [N:7]1[C:2]2[CH:3]=[CH:4][CH:5]=[CH:6][C:1]=2[NH:8][C:15]=1[CH2:14][CH2:13][C:12]1[CH:11]=[C:10]([OH:9])[CH:20]=[CH:19][CH:18]=1. The yield is 0.800.